Dataset: Catalyst prediction with 721,799 reactions and 888 catalyst types from USPTO. Task: Predict which catalyst facilitates the given reaction. Reactant: [F:1][C:2]1[CH:3]=[CH:4][C:5]([C:8]([C:10]2[N:19]=[C:18]([NH:20][C:21]3[CH:25]=[C:24]([CH3:26])[NH:23][N:22]=3)[C:17]3[C:12](=[CH:13][CH:14]=[CH:15][CH:16]=3)[N:11]=2)=O)=[N:6][CH:7]=1.Cl.[O:28]([NH2:30])[CH3:29]. Product: [CH3:29][O:28][N:30]=[C:8]([C:5]1[CH:4]=[CH:3][C:2]([F:1])=[CH:7][N:6]=1)[C:10]1[N:19]=[C:18]([NH:20][C:21]2[CH:25]=[C:24]([CH3:26])[NH:23][N:22]=2)[C:17]2[C:12](=[CH:13][CH:14]=[CH:15][CH:16]=2)[N:11]=1. The catalyst class is: 14.